Dataset: Choline transporter screen with 302,306 compounds. Task: Binary Classification. Given a drug SMILES string, predict its activity (active/inactive) in a high-throughput screening assay against a specified biological target. The drug is Brc1oc(C(OCC(=O)Nc2cc(S(=O)(=O)N3CCCCCC3)ccc2)=O)cc1. The result is 0 (inactive).